Predict the reactants needed to synthesize the given product. From a dataset of Full USPTO retrosynthesis dataset with 1.9M reactions from patents (1976-2016). (1) The reactants are: C1CCC(N=C=NC2CCCCC2)CC1.Cl.[CH3:17][O:18][C:19]1[CH:24]=[CH:23][CH:22]=[CH:21][C:20]=1[NH:25][CH:26]([C:30]1[CH:35]=[CH:34][CH:33]=[CH:32][CH:31]=1)[C:27]([OH:29])=[O:28].C1C=CC2N(O)N=NC=2C=1.[N:46]12[CH2:53][CH2:52][CH:49]([CH2:50][CH2:51]1)[C@@H:48](O)[CH2:47]2. Given the product [N:46]12[CH2:53][CH2:52][CH:49]([CH2:50][CH2:51]1)[C@@H:48]([O:28][C:27](=[O:29])[CH:26]([NH:25][C:20]1[CH:21]=[CH:22][CH:23]=[CH:24][C:19]=1[O:18][CH3:17])[C:30]1[CH:35]=[CH:34][CH:33]=[CH:32][CH:31]=1)[CH2:47]2, predict the reactants needed to synthesize it. (2) Given the product [CH:22]1([C@@H:18]([N:17]2[C:13]3[CH:12]=[CH:11][NH:10][C:9](=[O:8])[C:14]=3[C:15]([NH:25][C:26]3[CH:38]=[CH:37][C:29]4[S:30](=[O:36])(=[O:35])[C:31]([CH3:34])([CH3:33])[CH2:32][C:28]=4[CH:27]=3)=[N:16]2)[CH2:19][C:20]#[N:21])[CH2:24][CH2:23]1, predict the reactants needed to synthesize it. The reactants are: C([O:8][C:9]1[C:14]2[C:15]([NH:25][C:26]3[CH:38]=[CH:37][C:29]4[S:30](=[O:36])(=[O:35])[C:31]([CH3:34])([CH3:33])[CH2:32][C:28]=4[CH:27]=3)=[N:16][N:17]([C@H:18]([CH:22]3[CH2:24][CH2:23]3)[CH2:19][C:20]#[N:21])[C:13]=2[CH:12]=[CH:11][N:10]=1)C1C=CC=CC=1. (3) Given the product [NH2:11][C:6]1[CH:5]=[C:4]2[C:9]([CH2:10][N:2]([CH3:1])[C:3]2=[O:14])=[CH:8][CH:7]=1, predict the reactants needed to synthesize it. The reactants are: [CH3:1][N:2]1[CH2:10][C:9]2[C:4](=[CH:5][C:6]([N+:11]([O-])=O)=[CH:7][CH:8]=2)[C:3]1=[O:14]. (4) Given the product [C:16]([C:20]1[O:24][N:23]=[C:22]([NH:25][C:26]([NH:28][C:29]2[CH:34]=[CH:33][CH:32]=[C:31]([C:35]#[C:36][C:14]3[C:9]([Cl:8])=[N:10][CH:11]=[N:12][CH:13]=3)[CH:30]=2)=[O:27])[CH:21]=1)([CH3:19])([CH3:18])[CH3:17], predict the reactants needed to synthesize it. The reactants are: C(N(CC)CC)C.[Cl:8][C:9]1[C:14](I)=[CH:13][N:12]=[CH:11][N:10]=1.[C:16]([C:20]1[O:24][N:23]=[C:22]([NH:25][C:26]([NH:28][C:29]2[CH:34]=[CH:33][CH:32]=[C:31]([C:35]#[CH:36])[CH:30]=2)=[O:27])[CH:21]=1)([CH3:19])([CH3:18])[CH3:17]. (5) Given the product [ClH:35].[ClH:35].[CH2:1]([N:3]1[CH2:4][CH2:5][N:6]([C:9]2[C:18]3[C:13](=[CH:14][CH:15]=[CH:16][CH:17]=3)[CH:12]=[C:11]([C:19]3[CH:20]=[CH:21][C:22]([CH2:25][CH2:26][OH:27])=[CH:23][CH:24]=3)[N:10]=2)[CH2:7][CH2:8]1)[CH3:2], predict the reactants needed to synthesize it. The reactants are: [CH2:1]([N:3]1[CH2:8][CH2:7][N:6]([C:9]2[C:18]3[C:13](=[CH:14][CH:15]=[CH:16][CH:17]=3)[CH:12]=[C:11]([C:19]3[CH:24]=[CH:23][C:22]([CH2:25][CH2:26][O:27]CC4C=CC=CC=4)=[CH:21][CH:20]=3)[N:10]=2)[CH2:5][CH2:4]1)[CH3:2].[ClH:35]. (6) Given the product [N:1]1([C@@H:7]([CH2:12][N:13]([C:18]2[CH:23]=[CH:22][C:21]([O:24][C:25]3[CH:30]=[CH:29][C:28]([C:31]([F:32])([F:33])[F:34])=[CH:27][CH:26]=3)=[CH:20][CH:19]=2)[S:14]([CH3:17])(=[O:16])=[O:15])[C:8]([NH:36][OH:37])=[O:9])[CH2:6][CH2:5][O:4][CH2:3][CH2:2]1, predict the reactants needed to synthesize it. The reactants are: [N:1]1([C@@H:7]([CH2:12][N:13]([C:18]2[CH:23]=[CH:22][C:21]([O:24][C:25]3[CH:30]=[CH:29][C:28]([C:31]([F:34])([F:33])[F:32])=[CH:27][CH:26]=3)=[CH:20][CH:19]=2)[S:14]([CH3:17])(=[O:16])=[O:15])[C:8](OC)=[O:9])[CH2:6][CH2:5][O:4][CH2:3][CH2:2]1.Cl.[NH2:36][OH:37].C[O-].[Na+].FC(F)(F)C(O)=O. (7) Given the product [OH:27][CH2:26][C:25]1[C:24]([N:28]2[C:40](=[O:41])[C:32]3[CH:33]=[C:34]4[N:39]([C:31]=3[CH:30]=[N:29]2)[CH2:38][CH2:37][CH2:36][CH2:35]4)=[N:23][CH:22]=[CH:21][C:20]=1[C:4]1[CH:5]=[C:6]([NH:9][C:10]2[CH:19]=[C:13]3[CH2:14][N:15]([CH3:18])[CH2:16][CH2:17][N:12]3[N:11]=2)[C:7](=[O:8])[N:2]([CH3:1])[CH:3]=1, predict the reactants needed to synthesize it. The reactants are: [CH3:1][N:2]1[C:7](=[O:8])[C:6]([NH:9][C:10]2[CH:19]=[C:13]3[CH2:14][N:15]([CH3:18])[CH2:16][CH2:17][N:12]3[N:11]=2)=[CH:5][C:4]([C:20]2[C:25]([CH:26]=[O:27])=[C:24]([N:28]3[C:40](=[O:41])[C:32]4[CH:33]=[C:34]5[N:39]([C:31]=4[CH:30]=[N:29]3)[CH2:38][CH2:37][CH2:36][CH2:35]5)[N:23]=[CH:22][CH:21]=2)=[CH:3]1.[BH4-].[Na+].